From a dataset of Forward reaction prediction with 1.9M reactions from USPTO patents (1976-2016). Predict the product of the given reaction. (1) Given the reactants [Br:1][C:2]1[C:7]([Cl:8])=[CH:6][CH:5]=[CH:4][C:3]=1[CH2:9][OH:10].C(=O)([O-])O.[Na+].S([O-])([O-])(=O)=S.[Na+].[Na+], predict the reaction product. The product is: [Br:1][C:2]1[C:7]([Cl:8])=[CH:6][CH:5]=[CH:4][C:3]=1[CH:9]=[O:10]. (2) Given the reactants [BrH:1].C(Cl)(Cl)=S.Br[C:7]1[C:16]([N:17]=[C:18]=[S:19])=[CH:15][CH:14]=[C:13]2[C:8]=1[N:9]=[CH:10][CH:11]=[N:12]2, predict the reaction product. The product is: [Br:1][C:16]1([N:17]=[C:18]=[S:19])[CH:15]=[CH:14][C:13]2[N:12]=[CH:11][CH:10]=[N:9][C:8]=2[CH2:7]1.